This data is from Full USPTO retrosynthesis dataset with 1.9M reactions from patents (1976-2016). The task is: Predict the reactants needed to synthesize the given product. (1) Given the product [NH2:10][CH2:9][C:5]1[C:6](=[O:8])[NH:7][C:2]([CH3:1])=[CH:3][C:4]=1[CH2:18][C:19]1[CH:24]=[CH:23][CH:22]=[CH:21][CH:20]=1.[ClH:25], predict the reactants needed to synthesize it. The reactants are: [CH3:1][C:2]1[NH:7][C:6](=[O:8])[C:5]([CH2:9][NH:10]C(=O)OC(C)(C)C)=[C:4]([CH2:18][C:19]2[CH:24]=[CH:23][CH:22]=[CH:21][CH:20]=2)[CH:3]=1.[ClH:25]. (2) Given the product [N:1]1([CH:10]([NH:14][C:15](=[O:16])[O:17][CH2:18][C:19]2[CH:24]=[CH:23][CH:22]=[CH:21][CH:20]=2)[C:11](=[O:13])[NH:32][C:37]2[C:33]3[CH:18]=[CH:19][CH:20]=[CH:21][C:34]=3[O:35][C:36]=2[C:25]([C:26]2[CH:8]=[CH:9][CH:4]=[CH:5][CH:6]=2)=[O:29])[C:5]2[CH:6]=[CH:7][CH:8]=[CH:9][C:4]=2[N:3]=[N:2]1, predict the reactants needed to synthesize it. The reactants are: [N:1]1([CH:10]([NH:14][C:15]([O:17][CH2:18][C:19]2[CH:24]=[CH:23][CH:22]=[CH:21][CH:20]=2)=[O:16])[C:11]([OH:13])=O)[C:5]2[CH:6]=[CH:7][CH:8]=[CH:9][C:4]=2[N:3]=[N:2]1.[C:25](Cl)(=[O:29])[C:26](Cl)=O.C[N:32]1[CH2:37][CH2:36][O:35][CH2:34][CH2:33]1. (3) Given the product [CH2:32]([O:31][C:30](=[O:34])[CH2:40][CH:16]([C:17]1[CH:18]=[N:19][C:20]([CH3:23])=[N:21][CH:22]=1)[CH:15]=[CH:14][CH2:13][CH2:12][CH2:11][CH2:10][C:7]1[N:6]=[C:5]2[N:1]([C:25](=[O:28])[CH3:26])[CH2:2][CH2:3][C:4]2=[CH:9][CH:8]=1)[CH3:33], predict the reactants needed to synthesize it. The reactants are: [NH:1]1[C:5]2=[N:6][C:7]([CH2:10][CH2:11][CH2:12][CH2:13][CH:14](O)[CH:15]=[CH:16][C:17]3[CH:18]=[N:19][C:20]([CH3:23])=[N:21][CH:22]=3)=[CH:8][CH:9]=[C:4]2[CH2:3][CH2:2]1.[C:25](O)(=[O:28])[CH2:26]C.[C:30]([CH3:40])(OCC)([O:34]CC)[O:31][CH2:32][CH3:33]. (4) Given the product [CH2:11]([O:13][C:14]([C:15]1[CH:16]=[N:3][N:2]([CH3:1])[C:20]=1[NH2:21])=[O:22])[CH3:12], predict the reactants needed to synthesize it. The reactants are: [CH3:1][NH:2][NH2:3].C(N(CC)CC)C.[CH2:11]([O:13][C:14](=[O:22])[C:15]([C:20]#[N:21])=[CH:16]OCC)[CH3:12]. (5) Given the product [CH2:21]([O:20][C:18]([N:10]=[C:6]([O:7][CH2:8][CH3:9])[CH2:5][CH2:4][O:3][CH3:2])=[O:19])[CH3:22], predict the reactants needed to synthesize it. The reactants are: Cl.[CH3:2][O:3][CH2:4][CH2:5][C:6](=[NH:10])[O:7][CH2:8][CH3:9].N1C=CC=CC=1.Cl[C:18]([O:20][CH2:21][CH3:22])=[O:19]. (6) The reactants are: [CH2:1]([S:3][C:4]1[N:5]([C:16]2[CH:21]=[CH:20][C:19]([O:22][CH2:23][C:24]([F:27])([F:26])[F:25])=[CH:18][CH:17]=2)[C:6](=[O:15])[C:7]2[CH:13]=[CH:12][C:11](=[O:14])[NH:10][C:8]=2[N:9]=1)[CH3:2].I[CH3:29].[H-].[Na+].Cl. Given the product [CH2:1]([S:3][C:4]1[N:5]([C:16]2[CH:21]=[CH:20][C:19]([O:22][CH2:23][C:24]([F:26])([F:27])[F:25])=[CH:18][CH:17]=2)[C:6](=[O:15])[C:7]2[CH:13]=[CH:12][C:11](=[O:14])[N:10]([CH3:29])[C:8]=2[N:9]=1)[CH3:2], predict the reactants needed to synthesize it. (7) Given the product [Cl:15][C:16]1[CH:17]=[C:18]2[C:23](=[CH:24][CH:25]=1)[CH:22]([O:1][C:2]1[N:6]([C:7]3[CH:12]=[C:11]([C:13]#[N:14])[CH:10]=[CH:9][N:8]=3)[N:5]=[CH:4][CH:3]=1)[CH2:21][CH2:20][CH2:19]2, predict the reactants needed to synthesize it. The reactants are: [OH:1][C:2]1[N:6]([C:7]2[CH:12]=[C:11]([C:13]#[N:14])[CH:10]=[CH:9][N:8]=2)[N:5]=[CH:4][CH:3]=1.[Cl:15][C:16]1[CH:17]=[C:18]2[C:23](=[CH:24][CH:25]=1)[CH:22](O)[CH2:21][CH2:20][CH2:19]2. (8) Given the product [NH:1]1[C:9]2[C:4](=[CH:5][CH:6]=[CH:7][CH:8]=2)[CH:3]=[C:2]1[C:10]1[C:11]([O:20][CH3:21])=[CH:12][C:13]([O:18][CH3:19])=[C:14](/[CH:15]=[CH:23]/[C:22]([C:25]2[CH:26]=[CH:27][C:28]([S:31]([N:34]([CH3:35])[CH3:36])(=[O:33])=[O:32])=[CH:29][CH:30]=2)=[O:24])[CH:17]=1, predict the reactants needed to synthesize it. The reactants are: [NH:1]1[C:9]2[C:4](=[CH:5][CH:6]=[CH:7][CH:8]=2)[CH:3]=[C:2]1[C:10]1[C:11]([O:20][CH3:21])=[CH:12][C:13]([O:18][CH3:19])=[C:14]([CH:17]=1)[CH:15]=O.[C:22]([C:25]1[CH:30]=[CH:29][C:28]([S:31]([N:34]([CH3:36])[CH3:35])(=[O:33])=[O:32])=[CH:27][CH:26]=1)(=[O:24])[CH3:23].